This data is from Reaction yield outcomes from USPTO patents with 853,638 reactions. The task is: Predict the reaction yield, written as a fraction of the theoretical maximum amount of product (1.0 means a 100% yield; for example, 0.34 means a 34% yield). (1) The reactants are [CH2:1]([N:8]([CH2:45][C:46]1[CH:51]=[CH:50][CH:49]=[CH:48][CH:47]=1)[C:9]1[N:14]=[CH:13][N:12]=[C:11]([NH:15][C:16]2[CH:17]=[C:18]([N:22]([CH3:30])[C:23](=[O:29])[O:24][C:25]([CH3:28])([CH3:27])[CH3:26])[CH:19]=[CH:20][CH:21]=2)[C:10]=1[NH:31][C:32]1[CH:37]=[CH:36][C:35]([O:38][C:39]2[CH:44]=[CH:43][CH:42]=[CH:41][CH:40]=2)=[CH:34][N:33]=1)[C:2]1[CH:7]=[CH:6][CH:5]=[CH:4][CH:3]=1.Cl[C:53](Cl)([O:55]C(=O)OC(Cl)(Cl)Cl)Cl. The catalyst is C(Cl)Cl. The product is [CH2:45]([N:8]([CH2:1][C:2]1[CH:7]=[CH:6][CH:5]=[CH:4][CH:3]=1)[C:9]1[N:14]=[CH:13][N:12]=[C:11]2[C:10]=1[N:31]([C:32]1[CH:37]=[CH:36][C:35]([O:38][C:39]3[CH:40]=[CH:41][CH:42]=[CH:43][CH:44]=3)=[CH:34][N:33]=1)[C:53](=[O:55])[N:15]2[C:16]1[CH:17]=[C:18]([N:22]([CH3:30])[C:23](=[O:29])[O:24][C:25]([CH3:27])([CH3:28])[CH3:26])[CH:19]=[CH:20][CH:21]=1)[C:46]1[CH:47]=[CH:48][CH:49]=[CH:50][CH:51]=1. The yield is 0.510. (2) The reactants are [NH2:1][C:2]1[N:6]([CH3:7])[C:5](=[O:8])[C:4]([C:19]2[CH:24]=[CH:23][CH:22]=[C:21](Br)[CH:20]=2)([C:9]2[CH:14]=[CH:13][C:12]([O:15][CH:16]([F:18])[F:17])=[CH:11][CH:10]=2)[N:3]=1.C1(P(C2C=CC=CC=2)CCCP(C2C=CC=CC=2)C2C=CC=CC=2)C=CC=CC=1.C([O-])([O-])=O.[K+].[K+].[CH2:61]([O:65]C=C)[CH2:62]CC.Cl. The catalyst is CN(C=O)C.O.O.CC([O-])=O.CC([O-])=O.[Pd+2]. The product is [C:61]([C:21]1[CH:20]=[C:19]([C:4]2([C:9]3[CH:10]=[CH:11][C:12]([O:15][CH:16]([F:18])[F:17])=[CH:13][CH:14]=3)[N:3]=[C:2]([NH2:1])[N:6]([CH3:7])[C:5]2=[O:8])[CH:24]=[CH:23][CH:22]=1)(=[O:65])[CH3:62]. The yield is 0.880.